From a dataset of Forward reaction prediction with 1.9M reactions from USPTO patents (1976-2016). Predict the product of the given reaction. (1) Given the reactants C[O:2][C:3]([C:5]1[C:6]([C:14]2[CH:19]=[CH:18][C:17]([Cl:20])=[CH:16][CH:15]=2)=[N:7][S:8][C:9]=1[C:10]([O:12]C)=[O:11])=[O:4].[OH-].[Na+].Cl, predict the reaction product. The product is: [Cl:20][C:17]1[CH:16]=[CH:15][C:14]([C:6]2[C:5]([C:3]([OH:4])=[O:2])=[C:9]([C:10]([OH:12])=[O:11])[S:8][N:7]=2)=[CH:19][CH:18]=1. (2) Given the reactants CC1(C)C(C)(C)OB([C:9]2[CH:10]=[CH:11][C:12]3[O:17][CH2:16][C:15](=[O:18])[NH:14][C:13]=3[CH:19]=2)O1.Br[C:22]1[C:23]([CH3:42])=[N:24][N:25]([CH2:34][CH2:35][CH2:36][CH2:37][S:38]([CH3:41])(=[O:40])=[O:39])[C:26]=1[C:27]1[CH:32]=[CH:31][C:30]([F:33])=[CH:29][CH:28]=1.CC(C1C=C(C(C)C)C(C2C=CC=CC=2P(C2CCCCC2)C2CCCCC2)=C(C(C)C)C=1)C.C(=O)([O-])[O-].[Cs+].[Cs+], predict the reaction product. The product is: [F:33][C:30]1[CH:31]=[CH:32][C:27]([C:26]2[N:25]([CH2:34][CH2:35][CH2:36][CH2:37][S:38]([CH3:41])(=[O:39])=[O:40])[N:24]=[C:23]([CH3:42])[C:22]=2[C:9]2[CH:10]=[CH:11][C:12]3[O:17][CH2:16][C:15](=[O:18])[NH:14][C:13]=3[CH:19]=2)=[CH:28][CH:29]=1. (3) Given the reactants [O:1]1[CH2:6][CH2:5][N:4]([C:7]2[CH:12]=[CH:11][C:10]([C:13]3[N:22]=[C:21]([O:23][CH2:24][C@H:25]4[O:30][CH2:29][CH2:28][N:27](C(OC(C)(C)C)=O)[CH2:26]4)[C:20]4[C:15](=[N:16][CH:17]=[CH:18][N:19]=4)[CH:14]=3)=[CH:9][CH:8]=2)[CH2:3][CH2:2]1, predict the reaction product. The product is: [O:1]1[CH2:2][CH2:3][N:4]([C:7]2[CH:12]=[CH:11][C:10]([C:13]3[N:22]=[C:21]([O:23][CH2:24][C@H:25]4[O:30][CH2:29][CH2:28][NH:27][CH2:26]4)[C:20]4[C:15](=[N:16][CH:17]=[CH:18][N:19]=4)[CH:14]=3)=[CH:9][CH:8]=2)[CH2:5][CH2:6]1. (4) Given the reactants [CH2:1]([O:8][C:9]1[C:10](=[O:21])N[C:12]2[C:17]([C:18]=1O)=[CH:16][C:15](Br)=[CH:14][CH:13]=2)[C:2]1[CH:7]=[CH:6][CH:5]=[CH:4][CH:3]=1.[CH3:22][C:23]1[C:28]([C:29]([C:31]2[N:35]([CH3:36])[N:34]=[N:33][CH:32]=2)=[O:30])=[CH:27][CH:26]=[C:25]([CH3:37])[N:24]=1.[Li][CH2:39]CCC.[NH4+:43].[Cl-:44], predict the reaction product. The product is: [CH2:1]([O:8][C:9]1[C:10]([O:21][CH3:39])=[N:43][C:12]2[C:17]([C:18]=1[Cl:44])=[CH:16][C:15]([C:29]([C:28]1[C:23]([CH3:22])=[N:24][C:25]([CH3:37])=[CH:26][CH:27]=1)([C:31]1[N:35]([CH3:36])[N:34]=[N:33][CH:32]=1)[OH:30])=[CH:14][CH:13]=2)[C:2]1[CH:7]=[CH:6][CH:5]=[CH:4][CH:3]=1. (5) Given the reactants [S-:1][C:2]#[N:3].[NH4+].[C:5](Cl)(=[O:7])[CH3:6].[CH3:9][C:10]1[CH:16]=[CH:15][C:13]([NH2:14])=[CH:12][C:11]=1[N+:17]([O-:19])=[O:18].CS(C)=O, predict the reaction product. The product is: [C:5]([NH:3][C:2]([NH:14][C:13]1[CH:15]=[CH:16][C:10]([CH3:9])=[C:11]([N+:17]([O-:19])=[O:18])[CH:12]=1)=[S:1])(=[O:7])[CH3:6]. (6) Given the reactants [N:1]12[CH2:8][CH2:7][C:4]([C:9]([C:17]3[CH:22]=[CH:21][CH:20]=[CH:19][CH:18]=3)([C:11]3[CH:16]=[CH:15][CH:14]=[CH:13][CH:12]=3)[OH:10])([CH2:5][CH2:6]1)[CH2:3][CH2:2]2.[Br:23][CH2:24][CH2:25][O:26][C:27]([C:30]1[CH:35]=[CH:34][CH:33]=[CH:32][CH:31]=1)([CH3:29])[CH3:28], predict the reaction product. The product is: [Br-:23].[OH:10][C:9]([C:17]1[CH:22]=[CH:21][CH:20]=[CH:19][CH:18]=1)([C:11]1[CH:12]=[CH:13][CH:14]=[CH:15][CH:16]=1)[C:4]12[CH2:5][CH2:6][N+:1]([CH2:24][CH2:25][O:26][C:27]([CH3:29])([C:30]3[CH:35]=[CH:34][CH:33]=[CH:32][CH:31]=3)[CH3:28])([CH2:2][CH2:3]1)[CH2:8][CH2:7]2. (7) Given the reactants [Cl:1][C:2]1[CH:13]=[CH:12][C:5]([CH2:6][NH:7][C:8](=[O:11])[CH2:9][CH3:10])=[CH:4][C:3]=1[CH2:14][OH:15], predict the reaction product. The product is: [Cl:1][C:2]1[CH:13]=[CH:12][C:5]([CH2:6][NH:7][C:8](=[O:11])[CH2:9][CH3:10])=[CH:4][C:3]=1[CH:14]=[O:15].